From a dataset of Forward reaction prediction with 1.9M reactions from USPTO patents (1976-2016). Predict the product of the given reaction. (1) Given the reactants [B]C(ON)=O.[Si:6]([Cl:10])([Cl:9])([Cl:8])[Cl:7].[CH3:11][Si:12](N[Si:12]([CH3:14])([CH3:13])[CH3:11])([CH3:14])[CH3:13], predict the reaction product. The product is: [Si:6]([Cl:10])([Cl:9])([Cl:8])[Cl:7].[Si:12]([Cl:7])([CH3:14])([CH3:13])[CH3:11]. (2) The product is: [ClH:16].[Cl:16][CH2:12][C:8]1[N:7]([C:1]2[CH:6]=[CH:5][CH:4]=[CH:3][CH:2]=2)[CH:11]=[CH:10][N:9]=1. Given the reactants [C:1]1([N:7]2[CH:11]=[CH:10][N:9]=[C:8]2[CH2:12]O)[CH:6]=[CH:5][CH:4]=[CH:3][CH:2]=1.O=S(Cl)[Cl:16], predict the reaction product. (3) Given the reactants C(OC([NH:8][C@H:9]([CH2:25][OH:26])[CH2:10][CH2:11][CH2:12][CH2:13][NH:14][C:15](=[O:24])[O:16][CH2:17][C:18]1[CH:23]=[CH:22][CH:21]=[CH:20][CH:19]=1)=O)(C)(C)C.FC(F)(F)C(O)=O.C(O)C, predict the reaction product. The product is: [NH2:8][C@H:9]([CH2:25][OH:26])[CH2:10][CH2:11][CH2:12][CH2:13][NH:14][C:15](=[O:24])[O:16][CH2:17][C:18]1[CH:23]=[CH:22][CH:21]=[CH:20][CH:19]=1. (4) Given the reactants [CH2:1]([O:8][C:9]1[CH:14]=[CH:13][C:12]([OH:15])=[CH:11][CH:10]=1)[C:2]1[CH:7]=[CH:6][CH:5]=[CH:4][CH:3]=1.N1C=CC=CC=1.[C:22](OC(=O)C)(=[O:24])[CH3:23].C(OCC)(=O)C, predict the reaction product. The product is: [CH2:1]([O:8][C:9]1[CH:10]=[CH:11][C:12]([O:15][C:22](=[O:24])[CH3:23])=[CH:13][CH:14]=1)[C:2]1[CH:3]=[CH:4][CH:5]=[CH:6][CH:7]=1. (5) Given the reactants C(O[CH:4](OCC)[CH2:5][C:6]1[N:10]=[N:9][N:8]([CH:11]([C:13]2[CH:14]=[C:15]3[C:20](=[CH:21][CH:22]=2)[N:19]=[CH:18][C:17]([O:23][CH2:24][CH2:25][O:26][CH3:27])=[CH:16]3)[CH3:12])[C:7]=1[C:28]([NH:30][C:31]1[S:35][N:34]=[C:33]([CH3:36])[CH:32]=1)=[O:29])C.O.C1(C)C=CC(S(O)(=O)=O)=CC=1, predict the reaction product. The product is: [CH3:27][O:26][CH2:25][CH2:24][O:23][C:17]1[CH:18]=[N:19][C:20]2[C:15]([CH:16]=1)=[CH:14][C:13]([C@@H:11]([N:8]1[C:7]3[C:28](=[O:29])[N:30]([C:31]4[S:35][N:34]=[C:33]([CH3:36])[CH:32]=4)[CH:4]=[CH:5][C:6]=3[N:10]=[N:9]1)[CH3:12])=[CH:22][CH:21]=2. (6) Given the reactants Cl.[F:2][C:3]1[CH:4]=[C:5]([S:9]([C:12]2[CH:13]=[C:14]3[C:19](=[CH:20][CH:21]=2)[CH:18]([CH2:22][NH2:23])[CH2:17][CH2:16][CH2:15]3)(=[O:11])=[O:10])[CH:6]=[CH:7][CH:8]=1.[CH3:24][S:25](Cl)(=[O:27])=[O:26], predict the reaction product. The product is: [F:2][C:3]1[CH:4]=[C:5]([S:9]([C:12]2[CH:13]=[C:14]3[C:19](=[CH:20][CH:21]=2)[C@H:18]([CH2:22][NH:23][S:25]([CH3:24])(=[O:27])=[O:26])[CH2:17][CH2:16][CH2:15]3)(=[O:11])=[O:10])[CH:6]=[CH:7][CH:8]=1. (7) Given the reactants [CH3:1][C:2]1[C:7]2[C:8]([O:10][C:11]3[C:12]([CH3:23])=[C:13]([O:21][CH3:22])[CH:14]=[C:15]([C:18]([OH:20])=[O:19])[C:16]=3[O:17][C:6]=2[C:5]([CH:24]=O)=[C:4]([OH:26])[CH:3]=1)=[O:9].O.[NH2:28][NH2:29], predict the reaction product. The product is: [N:28](=[CH:24][C:5]1[C:6]2[O:17][C:16]3[C:15]([C:18]([OH:20])=[O:19])=[CH:14][C:13]([O:21][CH3:22])=[C:12]([CH3:23])[C:11]=3[O:10][C:8](=[O:9])[C:7]=2[C:2]([CH3:1])=[CH:3][C:4]=1[OH:26])[NH2:29]. (8) Given the reactants [Cl:1][CH2:2][C:3]1[CH:4]=[C:5]([C@H:10]2[CH2:14][O:13]C(C)(C)[N:11]2C(OC(C)(C)C)=O)[CH:6]=[C:7]([F:9])[CH:8]=1.Cl.O1CCOCC1, predict the reaction product. The product is: [NH2:11][C@@H:10]([C:5]1[CH:6]=[C:7]([F:9])[CH:8]=[C:3]([CH2:2][Cl:1])[CH:4]=1)[CH2:14][OH:13].